From a dataset of Forward reaction prediction with 1.9M reactions from USPTO patents (1976-2016). Predict the product of the given reaction. Given the reactants [SH:1][C:2]1[CH:3]=[C:4]([CH:9]=[CH:10][CH:11]=1)[C:5]([O:7][CH3:8])=[O:6].[Br:12][C:13]1[C:26]2[C:17](=[N:18][C:19]3[C:24]([C:25]=2Cl)=[CH:23][CH:22]=[CH:21][CH:20]=3)[CH:16]=[CH:15][CH:14]=1.[H-].[Na+], predict the reaction product. The product is: [Br:12][C:13]1[C:26]2[C:17](=[N:18][C:19]3[C:24]([C:25]=2[S:1][C:2]2[CH:3]=[C:4]([CH:9]=[CH:10][CH:11]=2)[C:5]([O:7][CH3:8])=[O:6])=[CH:23][CH:22]=[CH:21][CH:20]=3)[CH:16]=[CH:15][CH:14]=1.